From a dataset of CYP1A2 inhibition data for predicting drug metabolism from PubChem BioAssay. Regression/Classification. Given a drug SMILES string, predict its absorption, distribution, metabolism, or excretion properties. Task type varies by dataset: regression for continuous measurements (e.g., permeability, clearance, half-life) or binary classification for categorical outcomes (e.g., BBB penetration, CYP inhibition). Dataset: cyp1a2_veith. (1) The molecule is COc1cc(/C=N/NC(=O)c2cccs2)ccc1OCc1ccccc1. The result is 1 (inhibitor). (2) The compound is O[C@@](CCN1CCCC1)(c1ccccc1)C1CCCCC1. The result is 0 (non-inhibitor). (3) The molecule is CCOC(=O)Cn1nc(C)c2c1CCCC2=O. The result is 0 (non-inhibitor). (4) The drug is O=C(O)/C(=C\c1ccncc1)c1cccc2ccccc12. The result is 1 (inhibitor). (5) The compound is O=c1c(-c2ccc(F)cc2)nc2cnc(N3CCNCC3)nc2n1C1CC1. The result is 1 (inhibitor). (6) The compound is Cc1cnn(-c2cc(N/N=C/c3ccccc3Cl)ncn2)c1. The result is 0 (non-inhibitor). (7) The compound is CNC(C)(C)Cc1ccccc1. The result is 0 (non-inhibitor).